The task is: Predict the reactants needed to synthesize the given product.. This data is from Full USPTO retrosynthesis dataset with 1.9M reactions from patents (1976-2016). (1) Given the product [Br:1][C:2]1[N:7]=[CH:6][C:5]([NH:8][C:11]2[CH:19]=[CH:18][C:17]([CH3:20])=[CH:16][C:12]=2[C:13]([OH:15])=[O:14])=[CH:4][C:3]=1[CH3:9], predict the reactants needed to synthesize it. The reactants are: [Br:1][C:2]1[N:7]=[CH:6][C:5]([NH2:8])=[CH:4][C:3]=1[CH3:9].Cl[C:11]1[CH:19]=[CH:18][C:17]([CH3:20])=[CH:16][C:12]=1[C:13]([OH:15])=[O:14]. (2) Given the product [Cl:1][C:2]1[CH:3]=[C:4]([C:8]2[N:9]([CH2:23][C:24]3[CH:29]=[C:28]([Cl:30])[CH:27]=[CH:26][C:25]=3[Cl:31])[C:10]([C:19]([OH:21])=[O:20])=[C:11]([CH2:13][N:14]([CH2:15][CH3:16])[CH2:17][CH3:18])[N:12]=2)[CH:5]=[N:6][CH:7]=1, predict the reactants needed to synthesize it. The reactants are: [Cl:1][C:2]1[CH:3]=[C:4]([C:8]2[N:9]([CH2:23][C:24]3[CH:29]=[C:28]([Cl:30])[CH:27]=[CH:26][C:25]=3[Cl:31])[C:10]([C:19]([O:21]C)=[O:20])=[C:11]([CH2:13][N:14]([CH2:17][CH3:18])[CH2:15][CH3:16])[N:12]=2)[CH:5]=[N:6][CH:7]=1.[OH-].[Na+].Cl. (3) The reactants are: Br[C:2]1[CH:3]=[N:4][CH:5]=[C:6]2[C:11]=1[N:10]=[C:9]([C:12]([NH2:14])=[O:13])[CH:8]=[CH:7]2.[CH3:15][O:16][C:17]1[CH:18]=[C:19](B(O)O)[CH:20]=[CH:21][CH:22]=1. Given the product [CH3:15][O:16][C:17]1[CH:22]=[C:21]([C:2]2[CH:3]=[N:4][CH:5]=[C:6]3[C:11]=2[N:10]=[C:9]([C:12]([NH2:14])=[O:13])[CH:8]=[CH:7]3)[CH:20]=[CH:19][CH:18]=1, predict the reactants needed to synthesize it. (4) Given the product [Br:20][C:4]1[CH:5]=[C:6]2[C:10](=[C:2]([F:1])[CH:3]=1)[N:9]([CH3:11])[C:8](=[O:12])[C:7]2([CH3:14])[CH3:13], predict the reactants needed to synthesize it. The reactants are: [F:1][C:2]1[CH:3]=[CH:4][CH:5]=[C:6]2[C:10]=1[N:9]([CH3:11])[C:8](=[O:12])[C:7]2([CH3:14])[CH3:13].C([O-])(=O)C.[Na+].[Br:20]Br. (5) Given the product [C:8]([C:6]1[CH:5]=[C:4]([CH3:14])[N:3]=[C:2]([CH3:1])[CH:7]=1)#[CH:9], predict the reactants needed to synthesize it. The reactants are: [CH3:1][C:2]1[CH:7]=[C:6]([C:8]#[C:9][Si](C)(C)C)[CH:5]=[C:4]([CH3:14])[N:3]=1.C(=O)([O-])[O-].[K+].[K+].CCOC(C)=O.